From a dataset of Experimentally validated miRNA-target interactions with 360,000+ pairs, plus equal number of negative samples. Binary Classification. Given a miRNA mature sequence and a target amino acid sequence, predict their likelihood of interaction. (1) The miRNA is cfa-miR-539 with sequence GGAGAAAUUAUCCUUGGUGUGU. The protein sequence of the target gene is MEPVTKWSPKQVVDWTRGLDDCLQPYVHKFEREKIDGEQLLKISHQDLEELGVTRIGHQELVLEAVDLLCALNYGLETDTMKNLVLKLRASSHNLQNYISSRRKSPAYDGNTSRKPPNEFLTSVVELIGAAKALLAWLDRAPFTGITDLSVTKNKIIQLCLDLTTAVQKDCLIAEMEDKVLNVVKVLNGICDKTMRSTTDPVMSQCACLEEVHLPNVRPGEGLGMYIKSTYDGLHVITGTTENSPADRSQKIHAGDEVIQVNRQTVVGWQLKNLVRKLRENPTGVVLLLKKRPTGSFSFT.... Result: 0 (no interaction). (2) The miRNA is mmu-miR-291a-3p with sequence AAAGUGCUUCCACUUUGUGUGC. The protein sequence of the target gene is MMKFRFRRQGADPQREKLKQELFAFNKTVEHGFPNQPSALAFDPELRIMAIGTRSGAVKIYGAPGVEFTGLHRDAATVTQMHFLTGQGRLLSLLDDSSLHLWEIVHHNGCAHLEEALSFQLPSRPGFDGASAPLSLTRVTVVLLVAASDIAALGTEGSSVFFLDVTTLTLLEGQTLAPGEVLRSVPDDYRCGKALGPVESLQGHLRDPTKILIGYSRGLLVIWNQASQCVDHIFLGNQQLESLCWGRDSSTVVSSHSDGSYAVWSVDAGSFPTLQPTVATTPYGPFPCKAINKILWRNCE.... Result: 0 (no interaction). (3) The miRNA is mmu-miR-466i-5p with sequence UGUGUGUGUGUGUGUGUGUG. The protein sequence of the target gene is MASELAMNNSDLPTSPLAMEYVNDFDLMKFEVKKEPVETDRIISQCGRLIAGGSLSSTPMSTPCSSVPPSPSFSAPSPGSGSEQKAHLEDYYWMTGYPQQLNPEALGFSPEDAVEALISNSHQLQGGFDGYARGAQQLAAAAGAGAGASLGGSGEEMGPAAAVVSAVIAAAAAQSGAAPHYHHHHHHAAGHHHHPTAGAPGAAGGASASASGAGGAGGGGPASAGGGGGGGGGGGTAGAGGALHPHHAAGGLHFDDRFSDEQLVTMSVRELNRQLRGVSKEEVIRLKQKRRTLKNRGYAQ.... Result: 1 (interaction). (4) The miRNA is hsa-miR-6752-3p with sequence UCCCUGCCCCCAUACUCCCAG. The protein sequence of the target gene is MSKSASPKEPEQLRKLFIGGLSFETTDESLRSHFEQWGTLTDCVVMRDPNTKRSRGFGFVTYATVEEVDAAMNTTPHKVDGRVVEPKRAVSREDSQRPGAHLTVKKIFVGGIKEDTEEHHLRDYFEQYGKIEVIEIMTDRGSGKKRGFAFVTFDDHDSVDKIVIQKYHTVKGHNCEVRKALPKQEMASASSSQRGRRGSGNFGGGRGDGFGGNDNFGRGGNFSGRGGFGGSCGGGGYGGSGDGYNGFGNDGSNFGGGGSYNDFGNYNNQSSNFGPMKGGNFGGRSSGPYGGGGQYFAKPQ.... Result: 1 (interaction). (5) The miRNA is hsa-miR-6841-3p with sequence ACCUUGCAUCUGCAUCCCCAG. The protein sequence of the target gene is MDAEYSGNEFPRSEGERDQHQRPGKERKSGEAGWGTGELGQDGRLLSSTLSLSSNRSLGQRQNSPLPFQWRITHSFRWMAQVLASELSLVAFILLLVVAFSKKWLDLSRSLFYQRWPVDVSNRIHTSAHVMSMGLLHFYKSRSCSDLENGKVTFIFSTLMLFPINIWIFELERNVSIPIGWSYFIGWLVLILYFTCAILCYFNHKSFWSLILSHPSGAVSCSSSFGSVEESPRAQTITDTPITQEGVLDPEQKDTHV. Result: 1 (interaction). (6) The miRNA is hsa-miR-520f-3p with sequence AAGUGCUUCCUUUUAGAGGGUU. The protein sequence of the target gene is MQCSWKAVLLLALASIAIQYTAIRTFTAKSFHTCPGLTDTGLAERLCEEGPTFSYNLSRKTHVLILATTRSGSSFVGQLFNQHMDVFYLFEPLYHVQNTLIPRFTQGKSPADRRVMLGASRDLLRSLYDCDLYFLENYIKPPPVNHTTNRVFRRGASRVLCSRPVCDPPGSSDLILEEGDCVRMCGLLNLTLAAEACRERSHVAIKTVRVPEVNDLRALVEDPRLNLKVIQLVRDPRGILASRSETFRDTYRLWRLWYGTGRKPYNLDVTQLTTVCEDFSSSVSTGLMRPSWLKGKYMLV.... Result: 0 (no interaction). (7) The miRNA is hsa-miR-337-3p with sequence CUCCUAUAUGAUGCCUUUCUUC. The protein sequence of the target gene is MFPLKDAEMGAFTFFASALPHDVCGSNGLPLTPNSIKILGRFQILKTITHPRLCQYVDISRGKHERLVVVAEHCERSLEDLLRERKPVSCSTVLCIAFEVLQGLQYMNKHGIVHRALSPHNILLDRKGHIKLAKFGLYHMTAHGDDVDFPIGYPSYLAPEVIAQGIFKTTDHMPSKKPLPSGPKSDVWSLGIILFELCVGRKLFQSLDISERLKFLLTLDCVDDTLIVLAEEHGCLDIIKELPETVIDLLNKCLTFHPSKRPTPDQLMKDKVFSEVSPLYTPFTKPASLFSSSLRCADLT.... Result: 1 (interaction). (8) The miRNA is hsa-miR-939-3p with sequence CCCUGGGCCUCUGCUCCCCAG. The protein sequence of the target gene is MVSWMICRLVVLVFGMLCPAYASYKAVKTKNIREYVRWMMYWIVFALFMAAEIVTDIFISWFPFYYEIKMAFVLWLLSPYTKGASLLYRKFVHPSLSRHEKEIDAYIVQAKERSYETVLSFGKRGLNIAASAAVQAATKSQGALAGRLRSFSMQDLRSISDAPAPAYHDPLYLEDQVSHRRPPIGYRAGGLQDSDTEDECWSDTEAVPRAPARPREKPLIRSQSLRVVKRKPPVREGTSRSLKVRTRKKTVPSDVDS. Result: 1 (interaction).